This data is from Forward reaction prediction with 1.9M reactions from USPTO patents (1976-2016). The task is: Predict the product of the given reaction. (1) Given the reactants [N:1]1[CH:6]=[CH:5][C:4]([C:7]2[N:8]=[C:9]3[NH:16][CH:15]=[CH:14][N:10]3[C:11](=[O:13])[CH:12]=2)=[N:3][CH:2]=1.C(=O)([O-])[O-].[K+].[K+].[F:23][C:24]1[CH:29]=[CH:28][C:27]([CH2:30][CH2:31]OS(C)(=O)=O)=[C:26]([O:37][CH3:38])[CH:25]=1, predict the reaction product. The product is: [F:23][C:24]1[CH:29]=[CH:28][C:27]([CH2:30][CH2:31][N:16]2[C:9]3=[N:8][C:7]([C:4]4[CH:5]=[CH:6][N:1]=[CH:2][N:3]=4)=[CH:12][C:11](=[O:13])[N:10]3[CH:14]=[CH:15]2)=[C:26]([O:37][CH3:38])[CH:25]=1. (2) Given the reactants [N+:1]([C:4]1[CH:15]=[CH:14][C:7]2[CH2:8][CH2:9][CH2:10][C:11](=[O:13])[NH:12][C:6]=2[CH:5]=1)([O-:3])=[O:2].CN(C)CCN(C)C.[I:24][Si](C)(C)C.II, predict the reaction product. The product is: [I:24][CH:10]1[C:11](=[O:13])[NH:12][C:6]2[CH:5]=[C:4]([N+:1]([O-:3])=[O:2])[CH:15]=[CH:14][C:7]=2[CH2:8][CH2:9]1.